From a dataset of Reaction yield outcomes from USPTO patents with 853,638 reactions. Predict the reaction yield, written as a fraction of the theoretical maximum amount of product (1.0 means a 100% yield; for example, 0.34 means a 34% yield). (1) The reactants are [C:1]([O:5][C:6]([N:8]1[CH2:13][CH2:12][CH2:11][C@@H:10]([C:14]([NH:16][NH:17][C:18]([C@H:20]2[CH2:26][CH2:25][C@@H:24]3[CH2:27][N:21]2[C:22](=[O:35])[N:23]3[O:28][CH2:29][C:30]([O:32]CC)=[O:31])=[O:19])=[O:15])[CH2:9]1)=[O:7])([CH3:4])([CH3:3])[CH3:2].[OH-].[Li+].S([O-])(O)(=O)=O.[K+].C(OCC)(=O)C. The catalyst is O1CCCC1.O. The product is [C:1]([O:5][C:6]([N:8]1[CH2:13][CH2:12][CH2:11][C@@H:10]([C:14]([NH:16][NH:17][C:18]([C@H:20]2[CH2:26][CH2:25][C@@H:24]3[CH2:27][N:21]2[C:22](=[O:35])[N:23]3[O:28][CH2:29][C:30]([OH:32])=[O:31])=[O:19])=[O:15])[CH2:9]1)=[O:7])([CH3:4])([CH3:2])[CH3:3]. The yield is 0.270. (2) The reactants are Cl[C:2]1[N:7]=[C:6]([O:8][CH2:9][C@H:10]2[CH2:14][CH2:13][CH2:12][O:11]2)[N:5]=[C:4]([N:15]2[CH2:20][CH2:19][CH:18]([CH2:21][O:22][C:23]3[C:24]([NH2:35])=[N:25][CH:26]=[C:27]([C:29]4[N:30]=[CH:31][N:32]([CH3:34])[CH:33]=4)[CH:28]=3)[CH2:17][CH2:16]2)[CH:3]=1.[NH2:36][C@H:37]([CH3:40])[CH2:38][OH:39].CCN(C(C)C)C(C)C.C1C=CC(P(C2C(C3C(P(C4C=CC=CC=4)C4C=CC=CC=4)=CC=C4C=3C=CC=C4)=C3C(C=CC=C3)=CC=2)C2C=CC=CC=2)=CC=1.[CH3:96][OH:97]. The catalyst is CC([O-])=O.CC([O-])=O.[Pd+2]. The product is [NH2:35][C:24]1[C:23]([O:22][CH2:21][CH:18]2[CH2:19][CH2:20][N:15]([C:4]3[N:5]=[C:6]([O:8][CH2:9][C@H:10]4[CH2:14][CH2:13][CH2:12][O:11]4)[N:7]=[C:2]([C:96]([NH:36][C@H:37]([CH3:40])[CH2:38][OH:39])=[O:97])[CH:3]=3)[CH2:16][CH2:17]2)=[CH:28][C:27]([C:29]2[N:30]=[CH:31][N:32]([CH3:34])[CH:33]=2)=[CH:26][N:25]=1. The yield is 0.640. (3) The reactants are [F:1][C:2]1[CH:3]=[C:4]([C:8]2[N:9]=[C:10](C3CCN(C(OC(C)(C)C)=O)CC3)[S:11][CH:12]=2)[CH:5]=[CH:6][CH:7]=1.[ClH:26].C(O[CH2:31][CH3:32])(=O)C. No catalyst specified. The product is [ClH:26].[ClH:26].[F:1][C:2]1[CH:3]=[C:4]([C:8]2[N:9]=[C:10]([N:9]3[CH2:32][CH2:31][CH2:3][CH2:4][CH2:8]3)[S:11][CH:12]=2)[CH:5]=[CH:6][CH:7]=1. The yield is 0.700. (4) The reactants are C[O:2][C:3](=[O:17])[CH:4]([O:6][C:7]1[CH:12]=[CH:11][C:10]([NH:13]C(=O)C)=[CH:9][CH:8]=1)[CH3:5]. The catalyst is Cl. The product is [NH2:13][C:10]1[CH:9]=[CH:8][C:7]([O:6][CH:4]([CH3:5])[C:3]([OH:17])=[O:2])=[CH:12][CH:11]=1. The yield is 0.817. (5) The reactants are [CH3:1][C:2]1[CH:7]=[C:6]([CH3:8])[CH:5]=[CH:4][N:3]=1.[OH:9]O. The catalyst is C(O)(=O)C. The product is [CH3:1][C:2]1[CH:7]=[C:6]([CH3:8])[CH:5]=[CH:4][N+:3]=1[O-:9]. The yield is 0.980. (6) The reactants are [CH3:1][C:2]1([CH3:35])[C:15]2[CH:14]=[C:13]([C:16]3[CH:21]=[CH:20][C:19]([N:22]([C:29]4[CH:34]=[CH:33][CH:32]=[CH:31][CH:30]=4)[C:23]4[CH:28]=[CH:27][CH:26]=[CH:25][CH:24]=4)=[CH:18][CH:17]=3)[CH:12]=[CH:11][C:10]=2[NH:9][C:8]2[C:3]1=[CH:4][CH:5]=[CH:6][CH:7]=2.Br[C:37]1[CH:49]=[CH:48][C:47]2[C:46]3[C:41](=[CH:42][CH:43]=[CH:44][CH:45]=3)[C:40]([CH3:51])([CH3:50])[C:39]=2[CH:38]=1.C(=O)([O-])[O-].[K+].[K+].S(=O)(O)[O-].[Na+].CCCCCCCCCCCC. The catalyst is [Cu].CO.C1(C)C=CC=CC=1. The product is [CH3:50][C:40]1([CH3:51])[C:41]2[CH:42]=[C:43]([N:9]3[C:8]4[C:3](=[CH:4][CH:5]=[CH:6][CH:7]=4)[C:2]([CH3:35])([CH3:1])[C:15]4[CH:14]=[C:13]([C:16]5[CH:21]=[CH:20][C:19]([N:22]([C:23]6[CH:28]=[CH:27][CH:26]=[CH:25][CH:24]=6)[C:29]6[CH:34]=[CH:33][CH:32]=[CH:31][CH:30]=6)=[CH:18][CH:17]=5)[CH:12]=[CH:11][C:10]3=4)[CH:44]=[CH:45][C:46]=2[C:47]2[C:39]1=[CH:38][CH:37]=[CH:49][CH:48]=2. The yield is 0.330. (7) The reactants are [NH2:1][C:2]([C:4]1[CH:14]=[CH:13][C:7]([C:8]([O:10]CC)=[O:9])=[CH:6][C:5]=1[NH:15][CH:16]1[CH2:20][CH2:19][CH2:18][CH2:17]1)=[O:3].[OH-].[K+].Cl. The catalyst is CO.O. The product is [NH2:1][C:2]([C:4]1[CH:14]=[CH:13][C:7]([C:8]([OH:10])=[O:9])=[CH:6][C:5]=1[NH:15][CH:16]1[CH2:20][CH2:19][CH2:18][CH2:17]1)=[O:3]. The yield is 0.870.